Dataset: Full USPTO retrosynthesis dataset with 1.9M reactions from patents (1976-2016). Task: Predict the reactants needed to synthesize the given product. (1) Given the product [OH:43][NH:42][C:26](=[O:27])/[CH:25]=[CH:24]/[C:21]1[CH:22]=[CH:23][C:18](/[CH:17]=[CH:16]/[C:15]([N:12]2[CH2:13][CH2:14][N:9]([CH3:8])[CH2:10][CH2:11]2)=[O:29])=[CH:19][CH:20]=1, predict the reactants needed to synthesize it. The reactants are: FC(F)(F)C(O)=O.[CH3:8][N:9]1[CH2:14][CH2:13][N:12]([C:15](=[O:29])/[CH:16]=[CH:17]/[C:18]2[CH:23]=[CH:22][C:21](/[CH:24]=[CH:25]/[C:26](O)=[O:27])=[CH:20][CH:19]=2)[CH2:11][CH2:10]1.C(Cl)CCl.C1C=CC2[N:42]([OH:43])N=NC=2C=1.NOC1CCCCO1. (2) The reactants are: [F:1][C:2]1[CH:3]=[C:4](B(O)O)[CH:5]=[CH:6][CH:7]=1.Br[C:12]1[CH:13]=[CH:14][C:15]([Cl:21])=[C:16]([CH:20]=1)[C:17]([OH:19])=[O:18].C([O-])([O-])=O.[Na+].[Na+].O. Given the product [Cl:21][C:15]1[CH:14]=[CH:13][C:12]([C:4]2[CH:5]=[CH:6][CH:7]=[C:2]([F:1])[CH:3]=2)=[CH:20][C:16]=1[C:17]([OH:19])=[O:18], predict the reactants needed to synthesize it. (3) Given the product [F:23][C:22]([F:25])([F:24])[CH2:21][O:3][CH:4]1[CH2:5][N:6]([C:8]([O:10][C:11]([CH3:14])([CH3:13])[CH3:12])=[O:9])[CH2:7]1, predict the reactants needed to synthesize it. The reactants are: [H-].[Na+].[OH:3][CH:4]1[CH2:7][N:6]([C:8]([O:10][C:11]([CH3:14])([CH3:13])[CH3:12])=[O:9])[CH2:5]1.FC(F)(F)S(O[CH2:21][C:22]([F:25])([F:24])[F:23])(=O)=O.O. (4) Given the product [OH:37][CH:36]([CH2:35][CH2:34][CH2:33][N:28]([C:27]1[N:26]=[C:25]2[O:38][C:39]([C:45]3[CH:50]=[CH:49][C:48]([CH3:51])=[CH:47][CH:46]=3)=[C:40]([C:41](=[O:42])[NH:43][CH3:44])[C:24]2=[CH:23][C:22]=1[I:21])[S:29]([CH3:32])(=[O:31])=[O:30])[C:14]([CH3:16])([CH3:15])[C:13]([O:18][CH2:19][CH3:20])=[O:17], predict the reactants needed to synthesize it. The reactants are: C(NC(C)C)(C)C.[Li]CCCC.[C:13]([O:18][CH2:19][CH3:20])(=[O:17])[CH:14]([CH3:16])[CH3:15].[I:21][C:22]1[CH:23]=[C:24]2[C:40]([C:41]([NH:43][CH3:44])=[O:42])=[C:39]([C:45]3[CH:50]=[CH:49][C:48]([CH3:51])=[CH:47][CH:46]=3)[O:38][C:25]2=[N:26][C:27]=1[N:28]([CH2:33][CH2:34][CH2:35][CH:36]=[O:37])[S:29]([CH3:32])(=[O:31])=[O:30]. (5) Given the product [C:32]([O:31][C:30]([NH:29][C@H:27]([CH3:28])[CH2:26][NH:25][C:2]1[C:6]2=[C:7]3[C:12](=[CH:13][CH:14]=[C:5]2[S:4][C:3]=1[C:15]([O:17][CH3:18])=[O:16])[N:11]=[CH:10][CH:9]=[CH:8]3)=[O:36])([CH3:35])([CH3:34])[CH3:33], predict the reactants needed to synthesize it. The reactants are: Br[C:2]1[C:6]2=[C:7]3[C:12](=[CH:13][CH:14]=[C:5]2[S:4][C:3]=1[C:15]([O:17][CH3:18])=[O:16])[N:11]=[CH:10][CH:9]=[CH:8]3.C(=O)([O-])[O-].[Cs+].[Cs+].[NH2:25][CH2:26][C@H:27]([NH:29][C:30](=[O:36])[O:31][C:32]([CH3:35])([CH3:34])[CH3:33])[CH3:28].C1C=CC(P(C2C(C3C(P(C4C=CC=CC=4)C4C=CC=CC=4)=CC=C4C=3C=CC=C4)=C3C(C=CC=C3)=CC=2)C2C=CC=CC=2)=CC=1. (6) Given the product [CH3:15][N:14]([CH3:16])[CH:11]1[CH2:12][CH2:13][NH:8][CH2:9][C:10]1([CH3:17])[CH3:18], predict the reactants needed to synthesize it. The reactants are: C([N:8]1[CH2:13][CH2:12][CH:11]([N:14]([CH3:16])[CH3:15])[C:10]([CH3:18])([CH3:17])[CH2:9]1)C1C=CC=CC=1. (7) Given the product [F:3][C:4]1[C:5]([N:14]2[C:18]([CH3:19])=[C:17]([C:20]([NH:22][C:23]3[CH:24]=[N:25][C:26]([C@H:30]4[CH2:31][CH2:32][C@H:33]([OH:36])[CH2:34][CH2:35]4)=[C:27]([CH3:29])[CH:28]=3)=[O:21])[CH:16]=[N:15]2)=[N:6][CH:7]=[C:8]([C:10]([F:13])([F:12])[F:11])[CH:9]=1, predict the reactants needed to synthesize it. The reactants are: [BH4-].[Na+].[F:3][C:4]1[C:5]([N:14]2[C:18]([CH3:19])=[C:17]([C:20]([NH:22][C:23]3[CH:24]=[N:25][C:26]([CH:30]4[CH2:35][CH2:34][C:33](=[O:36])[CH2:32][CH2:31]4)=[C:27]([CH3:29])[CH:28]=3)=[O:21])[CH:16]=[N:15]2)=[N:6][CH:7]=[C:8]([C:10]([F:13])([F:12])[F:11])[CH:9]=1.O. (8) The reactants are: [CH2:1]([NH:4][C:5]1[CH:12]=[C:11]([C:13]([F:16])([F:15])[F:14])[CH:10]=[CH:9][C:6]=1[CH:7]=O)[CH2:2][CH3:3].[CH3:17][O:18][C:19]([CH:21]=P(C1C=CC=CC=1)(C1C=CC=CC=1)C1C=CC=CC=1)=[O:20]. Given the product [CH3:17][O:18][C:19](=[O:20])[CH:21]=[CH:7][C:6]1[CH:9]=[CH:10][C:11]([C:13]([F:16])([F:15])[F:14])=[CH:12][C:5]=1[NH:4][CH2:1][CH2:2][CH3:3], predict the reactants needed to synthesize it. (9) Given the product [Br:7][C:8]1[CH:9]=[C:10]([CH:13]=[C:14]([N+:17]([O-:19])=[O:18])[C:15]=1[Cl:4])[C:11]#[N:12], predict the reactants needed to synthesize it. The reactants are: C(Cl)(=O)C([Cl:4])=O.[Br:7][C:8]1[CH:9]=[C:10]([CH:13]=[C:14]([N+:17]([O-:19])=[O:18])[C:15]=1O)[C:11]#[N:12].